From a dataset of Full USPTO retrosynthesis dataset with 1.9M reactions from patents (1976-2016). Predict the reactants needed to synthesize the given product. (1) The reactants are: Br[C:2]1[C:10]2[C:5](=[N:6][C:7]([O:11][CH2:12][C:13]3[CH:18]=[CH:17][CH:16]=[CH:15][N:14]=3)=[CH:8][CH:9]=2)[N:4]([CH3:19])[CH:3]=1.[O:20]=[C:21]1[NH:26][CH2:25][CH2:24][N:23]([C:27]([O:29][C:30]([CH3:33])([CH3:32])[CH3:31])=[O:28])[CH2:22]1.P([O-])([O-])([O-])=O.[K+].[K+].[K+].CNCCNC. Given the product [CH3:19][N:4]1[C:5]2=[N:6][C:7]([O:11][CH2:12][C:13]3[CH:18]=[CH:17][CH:16]=[CH:15][N:14]=3)=[CH:8][CH:9]=[C:10]2[C:2]([N:26]2[CH2:25][CH2:24][N:23]([C:27]([O:29][C:30]([CH3:32])([CH3:31])[CH3:33])=[O:28])[CH2:22][C:21]2=[O:20])=[CH:3]1, predict the reactants needed to synthesize it. (2) Given the product [CH3:37][O:36][C:30]1[CH:29]=[C:28]([CH:33]=[CH:32][C:31]=1[O:34][CH3:35])[CH2:27][N:13]1[C:12](=[O:38])[C:11]2[C:16](=[CH:17][C:18]([F:19])=[C:9]([OH:8])[CH:10]=2)[N:15]([CH:20]2[CH2:25][CH2:24][O:23][CH2:22][CH2:21]2)[C:14]1=[O:26], predict the reactants needed to synthesize it. The reactants are: C([O:8][C:9]1[CH:10]=[C:11]2[C:16](=[CH:17][C:18]=1[F:19])[N:15]([CH:20]1[CH2:25][CH2:24][O:23][CH2:22][CH2:21]1)[C:14](=[O:26])[N:13]([CH2:27][C:28]1[CH:33]=[CH:32][C:31]([O:34][CH3:35])=[C:30]([O:36][CH3:37])[CH:29]=1)[C:12]2=[O:38])C1C=CC=CC=1.C([O-])=O.[NH4+].C(Cl)Cl.